The task is: Regression. Given a peptide amino acid sequence and an MHC pseudo amino acid sequence, predict their binding affinity value. This is MHC class II binding data.. This data is from Peptide-MHC class II binding affinity with 134,281 pairs from IEDB. (1) The peptide sequence is GIVTMLSPMLHHWIK. The MHC is HLA-DQA10501-DQB10303 with pseudo-sequence HLA-DQA10501-DQB10303. The binding affinity (normalized) is 0.495. (2) The peptide sequence is GYVSLQEFVDLNNKG. The MHC is DRB1_1302 with pseudo-sequence DRB1_1302. The binding affinity (normalized) is 0.329.